Dataset: Full USPTO retrosynthesis dataset with 1.9M reactions from patents (1976-2016). Task: Predict the reactants needed to synthesize the given product. Given the product [O:37]1[CH:38]=[N:39][C:35]([C:32]2[CH:33]=[CH:34][C:29]([CH2:28][N:11]([C@@H:12]3[CH2:18][CH2:17][CH2:16][CH2:15][CH2:14][C@@H:13]3[CH2:19][OH:20])[S:8]([C:5]3[CH:6]=[CH:7][C:2]([Cl:1])=[CH:3][CH:4]=3)(=[O:9])=[O:10])=[CH:30][CH:31]=2)=[N:36]1, predict the reactants needed to synthesize it. The reactants are: [Cl:1][C:2]1[CH:7]=[CH:6][C:5]([S:8]([NH:11][C@@H:12]2[CH2:18][CH2:17][CH2:16][CH2:15][CH2:14][C@@H:13]2[CH2:19][OH:20])(=[O:10])=[O:9])=[CH:4][CH:3]=1.C(=O)([O-])[O-].[Cs+].[Cs+].Br[CH2:28][C:29]1[CH:34]=[CH:33][C:32]([C:35]2[N:39]=[CH:38][O:37][N:36]=2)=[CH:31][CH:30]=1.ClC1C=CC(S(N(CC2C=CC(C#N)=CC=2)[C@@H]2CCCCC[C@H]2CO)(=O)=O)=CC=1.